Dataset: Full USPTO retrosynthesis dataset with 1.9M reactions from patents (1976-2016). Task: Predict the reactants needed to synthesize the given product. (1) Given the product [CH2:63]([C:56]1[C:57]2[C:62](=[CH:61][CH:60]=[CH:59][CH:58]=2)[N:54]([C:51]2[N:50]=[C:49]([CH:47]3[CH2:48][N:45]([CH:39]4[CH2:40][CH2:41][N:37]([C:35]([O:34][C:30]([CH3:31])([CH3:32])[CH3:33])=[O:36])[CH2:42][CH2:38]4)[CH2:46]3)[O:53][N:52]=2)[N:55]=1)[CH3:64], predict the reactants needed to synthesize it. The reactants are: FC(F)(F)C(O)=O.C(C1C2C(=CC=CC=2)N(C2N=C(C3CCNCC3)ON=2)N=1)C.[C:30]([O:34][C:35]([N:37]1[CH2:41][CH2:40][CH2:39][C@H:38]1[CH:42]=O)=[O:36])([CH3:33])([CH3:32])[CH3:31].Cl.[NH:45]1[CH2:48][CH:47]([C:49]2[O:53][N:52]=[C:51]([N:54]3[C:62]4[C:57](=[CH:58][CH:59]=[CH:60][CH:61]=4)[C:56]([CH2:63][CH3:64])=[N:55]3)[N:50]=2)[CH2:46]1.O=C1CCN(C(OC(C)(C)C)=O)CC1. (2) Given the product [CH3:11][C:1]1[CH:6]=[CH:5][C:4]([S:7]([O:35][CH2:33][CH:21]2[O:20][C:19](=[O:23])[N:18]([CH2:17][C:16]3[CH:24]=[CH:25][C:13]([F:12])=[CH:14][CH:15]=3)[CH2:22]2)(=[O:9])=[O:8])=[CH:3][CH:2]=1, predict the reactants needed to synthesize it. The reactants are: [C:1]1([CH3:11])[CH:6]=[CH:5][C:4]([S:7](Cl)(=[O:9])=[O:8])=[CH:3][CH:2]=1.[F:12][C:13]1[CH:25]=[CH:24][C:16]([CH2:17][N:18]2[CH2:22][CH2:21][O:20][C:19]2=[O:23])=[CH:15][CH:14]=1.C(N(CC)CC)C.[C:33](OCC)(=[O:35])C. (3) The reactants are: [N+:1]1([O-:9])[C:2]([CH3:8])=[CH:3][CH:4]=[CH:5][C:6]=1[CH3:7].[F:10][B-:11]([F:14])([F:13])[F:12].[CH3:15][O+](C)C. Given the product [F:10][B-:11]([F:14])([F:13])[F:12].[CH3:15][O:9][N+:1]1[C:6]([CH3:7])=[CH:5][CH:4]=[CH:3][C:2]=1[CH3:8], predict the reactants needed to synthesize it. (4) Given the product [CH2:1]([N:3]1[C:12]2[C:7](=[CH:8][C:9]([CH3:23])=[C:10]([C:13]3[CH:14]=[C:15]([CH:18]=[CH:19][C:20]=3[OH:21])[CH:16]=[O:17])[CH:11]=2)[C:6]([CH3:25])([CH3:24])[CH2:5][C:4]1=[O:26])[CH3:2], predict the reactants needed to synthesize it. The reactants are: [CH2:1]([N:3]1[C:12]2[C:7](=[CH:8][C:9]([CH3:23])=[C:10]([C:13]3[CH:14]=[C:15]([CH:18]=[CH:19][C:20]=3[O:21]C)[CH:16]=[O:17])[CH:11]=2)[C:6]([CH3:25])([CH3:24])[CH2:5][C:4]1=[O:26])[CH3:2].B(Br)(Br)Br. (5) Given the product [ClH:50].[CH2:21]([C:18]1[CH:19]=[N:20][C:15]([N:12]2[CH2:13][CH2:14][N:9]([C:8]3[N:7]=[CH:6][C:5]([C:24]4[CH:29]=[CH:28][C:27]([N:30]5[C:34](=[O:35])[N:33]([CH2:36][CH2:37][NH:38][CH:46]([CH3:48])[CH3:47])[N:32]=[CH:31]5)=[C:26]([F:49])[CH:25]=4)=[CH:4][C:3]=3[C:1]#[N:2])[C@@H:10]([CH3:23])[CH2:11]2)=[N:16][CH:17]=1)[CH3:22], predict the reactants needed to synthesize it. The reactants are: [C:1]([C:3]1[CH:4]=[C:5]([C:24]2[CH:29]=[CH:28][C:27]([N:30]3[C:34](=[O:35])[N:33]([CH2:36][CH2:37][N:38]([CH:46]([CH3:48])[CH3:47])C(=O)OC(C)(C)C)[N:32]=[CH:31]3)=[C:26]([F:49])[CH:25]=2)[CH:6]=[N:7][C:8]=1[N:9]1[CH2:14][CH2:13][N:12]([C:15]2[N:20]=[CH:19][C:18]([CH2:21][CH3:22])=[CH:17][N:16]=2)[CH2:11][C@@H:10]1[CH3:23])#[N:2].[ClH:50].